From a dataset of Full USPTO retrosynthesis dataset with 1.9M reactions from patents (1976-2016). Predict the reactants needed to synthesize the given product. Given the product [CH2:42]([O:41][CH2:40][CH2:39][O:38][C:36](=[O:37])[NH:1][C:2]1[CH:3]=[CH:4][C:5]([C:8]2[NH:12][C:11]([C@H:13]3[N:21]4[C:16](=[CH:17][C:18]([C:23]5[CH:28]=[C:27]([Cl:29])[CH:26]=[CH:25][C:24]=5[N:30]5[CH:34]=[N:33][N:32]=[N:31]5)=[CH:19][C:20]4=[O:22])[CH2:15][CH2:14]3)=[N:10][CH:9]=2)=[CH:6][CH:7]=1)[CH3:43], predict the reactants needed to synthesize it. The reactants are: [NH2:1][C:2]1[CH:7]=[CH:6][C:5]([C:8]2[NH:12][C:11]([C@H:13]3[N:21]4[C:16](=[CH:17][C:18]([C:23]5[CH:28]=[C:27]([Cl:29])[CH:26]=[CH:25][C:24]=5[N:30]5[CH:34]=[N:33][N:32]=[N:31]5)=[CH:19][C:20]4=[O:22])[CH2:15][CH2:14]3)=[N:10][CH:9]=2)=[CH:4][CH:3]=1.Cl[C:36]([O:38][CH2:39][CH2:40][O:41][CH2:42][CH3:43])=[O:37].